Dataset: Forward reaction prediction with 1.9M reactions from USPTO patents (1976-2016). Task: Predict the product of the given reaction. (1) Given the reactants [C:1]([O:5][C:6]([NH:8][CH2:9][C:10]([OH:12])=O)=[O:7])([CH3:4])([CH3:3])[CH3:2].C1N=CN(C(N2C=NC=C2)=O)C=1.[Cl:25][C:26]1[CH:27]=[C:28]([CH:33]=[CH:34][CH:35]=1)[C:29]([NH:31][NH2:32])=[O:30].O, predict the reaction product. The product is: [Cl:25][C:26]1[CH:27]=[C:28]([CH:33]=[CH:34][CH:35]=1)[C:29]([NH:31][NH:32][C:10](=[O:12])[CH2:9][NH:8][C:6](=[O:7])[O:5][C:1]([CH3:2])([CH3:3])[CH3:4])=[O:30]. (2) The product is: [ClH:15].[NH2:6][C@@H:4]([CH3:5])[C:3]([CH3:14])([CH3:13])[C:1]#[N:2]. Given the reactants [C:1]([C:3]([CH3:14])([CH3:13])[CH:4]([NH:6][S@@](C(C)(C)C)=O)[CH3:5])#[N:2].[ClH:15], predict the reaction product.